Dataset: Forward reaction prediction with 1.9M reactions from USPTO patents (1976-2016). Task: Predict the product of the given reaction. (1) Given the reactants [C:1]([C@H:5]1[CH2:10][CH2:9][C@H:8]([NH:11][C:12]2[N:13]=[CH:14][C:15]3[C:20]([CH:21]=2)=[CH:19][C:18]([C:22]([NH:24][C:25]24[CH2:32][CH2:31][C:28]([C:33]([O:35]C)=[O:34])([CH2:29][CH2:30]2)[CH2:27][CH2:26]4)=[O:23])=[CH:17][CH:16]=3)[CH2:7][CH2:6]1)([CH3:4])([CH3:3])[CH3:2].[OH-].[Na+], predict the reaction product. The product is: [C:1]([C@H:5]1[CH2:10][CH2:9][C@H:8]([NH:11][C:12]2[N:13]=[CH:14][C:15]3[C:20]([CH:21]=2)=[CH:19][C:18]([C:22]([NH:24][C:25]24[CH2:26][CH2:27][C:28]([C:33]([OH:35])=[O:34])([CH2:31][CH2:32]2)[CH2:29][CH2:30]4)=[O:23])=[CH:17][CH:16]=3)[CH2:7][CH2:6]1)([CH3:4])([CH3:2])[CH3:3]. (2) Given the reactants [H-].[Na+].[C:3]([C:6]1[CH:11]=[CH:10][C:9]([C:12]2[CH:17]=[CH:16][CH:15]=[CH:14][CH:13]=2)=[CH:8][CH:7]=1)(=[O:5])[CH3:4].[C:18](=O)([O:21]C)[O:19][CH3:20].C(=O)([O-])O.[Na+], predict the reaction product. The product is: [C:9]1([C:12]2[CH:17]=[CH:16][CH:15]=[CH:14][CH:13]=2)[CH:10]=[CH:11][C:6]([C:3](=[O:5])[CH2:4][C:18]([O:19][CH3:20])=[O:21])=[CH:7][CH:8]=1.